This data is from NCI-60 drug combinations with 297,098 pairs across 59 cell lines. The task is: Regression. Given two drug SMILES strings and cell line genomic features, predict the synergy score measuring deviation from expected non-interaction effect. (1) Drug 1: CS(=O)(=O)OCCCCOS(=O)(=O)C. Drug 2: COCCOC1=C(C=C2C(=C1)C(=NC=N2)NC3=CC=CC(=C3)C#C)OCCOC.Cl. Cell line: NCI-H226. Synergy scores: CSS=3.41, Synergy_ZIP=-2.30, Synergy_Bliss=-2.26, Synergy_Loewe=-18.4, Synergy_HSA=-0.925. (2) Drug 1: CC1=C(C=C(C=C1)NC(=O)C2=CC=C(C=C2)CN3CCN(CC3)C)NC4=NC=CC(=N4)C5=CN=CC=C5. Drug 2: CC1=C(C(=O)C2=C(C1=O)N3CC4C(C3(C2COC(=O)N)OC)N4)N. Cell line: SK-MEL-28. Synergy scores: CSS=21.6, Synergy_ZIP=-2.07, Synergy_Bliss=-4.25, Synergy_Loewe=-16.2, Synergy_HSA=-1.11. (3) Drug 1: CCN(CC)CCNC(=O)C1=C(NC(=C1C)C=C2C3=C(C=CC(=C3)F)NC2=O)C. Drug 2: C1CC(=O)NC(=O)C1N2C(=O)C3=CC=CC=C3C2=O. Cell line: OVCAR-8. Synergy scores: CSS=-9.71, Synergy_ZIP=10.6, Synergy_Bliss=10.8, Synergy_Loewe=-3.84, Synergy_HSA=-3.84. (4) Drug 1: CN(C)C1=NC(=NC(=N1)N(C)C)N(C)C. Drug 2: CC1C(C(=O)NC(C(=O)N2CCCC2C(=O)N(CC(=O)N(C(C(=O)O1)C(C)C)C)C)C(C)C)NC(=O)C3=C4C(=C(C=C3)C)OC5=C(C(=O)C(=C(C5=N4)C(=O)NC6C(OC(=O)C(N(C(=O)CN(C(=O)C7CCCN7C(=O)C(NC6=O)C(C)C)C)C)C(C)C)C)N)C. Cell line: MDA-MB-231. Synergy scores: CSS=0.325, Synergy_ZIP=11.6, Synergy_Bliss=15.0, Synergy_Loewe=12.2, Synergy_HSA=11.4.